This data is from TCR-epitope binding with 47,182 pairs between 192 epitopes and 23,139 TCRs. The task is: Binary Classification. Given a T-cell receptor sequence (or CDR3 region) and an epitope sequence, predict whether binding occurs between them. (1) The epitope is VTEHDTLLY. The TCR CDR3 sequence is CASRLAGGGGEQFF. Result: 1 (the TCR binds to the epitope). (2) The epitope is KLSYGIATV. The TCR CDR3 sequence is CSVELAVNTGELFF. Result: 1 (the TCR binds to the epitope). (3) The epitope is LVLSVNPYV. The TCR CDR3 sequence is CASSLWGGNTEAFF. Result: 0 (the TCR does not bind to the epitope). (4) The epitope is NLDSKVGGNY. The TCR CDR3 sequence is CASSSDFSTDTQYF. Result: 1 (the TCR binds to the epitope). (5) The epitope is NYSGVVTTVMF. The TCR CDR3 sequence is CASSPGTSGGGTGELFF. Result: 0 (the TCR does not bind to the epitope). (6) The epitope is VLQAVGACV. The TCR CDR3 sequence is CAISESRGDSYNEQFF. Result: 0 (the TCR does not bind to the epitope). (7) The TCR CDR3 sequence is CASSFRDANTEAFF. Result: 0 (the TCR does not bind to the epitope). The epitope is ATVVIGTSK.